From a dataset of NCI-60 drug combinations with 297,098 pairs across 59 cell lines. Regression. Given two drug SMILES strings and cell line genomic features, predict the synergy score measuring deviation from expected non-interaction effect. (1) Drug 1: CNC(=O)C1=NC=CC(=C1)OC2=CC=C(C=C2)NC(=O)NC3=CC(=C(C=C3)Cl)C(F)(F)F. Drug 2: CC1CCCC2(C(O2)CC(NC(=O)CC(C(C(=O)C(C1O)C)(C)C)O)C(=CC3=CSC(=N3)C)C)C. Cell line: A549. Synergy scores: CSS=60.3, Synergy_ZIP=5.72, Synergy_Bliss=6.43, Synergy_Loewe=-28.9, Synergy_HSA=5.61. (2) Drug 1: CC1=C(C(CCC1)(C)C)C=CC(=CC=CC(=CC(=O)O)C)C. Drug 2: C1CC(=O)NC(=O)C1N2C(=O)C3=CC=CC=C3C2=O. Cell line: M14. Synergy scores: CSS=1.37, Synergy_ZIP=0.979, Synergy_Bliss=0.467, Synergy_Loewe=1.94, Synergy_HSA=-1.44. (3) Cell line: HOP-92. Drug 2: C1=CC(=CC=C1CCC2=CNC3=C2C(=O)NC(=N3)N)C(=O)NC(CCC(=O)O)C(=O)O. Drug 1: C1CCC(C1)C(CC#N)N2C=C(C=N2)C3=C4C=CNC4=NC=N3. Synergy scores: CSS=8.47, Synergy_ZIP=-3.49, Synergy_Bliss=-0.977, Synergy_Loewe=-4.42, Synergy_HSA=0.251. (4) Drug 1: C1C(C(OC1N2C=NC3=C2NC=NCC3O)CO)O. Drug 2: C1CCC(C(C1)N)N.C(=O)(C(=O)[O-])[O-].[Pt+4]. Cell line: SNB-75. Synergy scores: CSS=9.60, Synergy_ZIP=-3.43, Synergy_Bliss=1.81, Synergy_Loewe=1.52, Synergy_HSA=2.30. (5) Drug 1: CC(C1=C(C=CC(=C1Cl)F)Cl)OC2=C(N=CC(=C2)C3=CN(N=C3)C4CCNCC4)N. Drug 2: C1=CC=C(C(=C1)C(C2=CC=C(C=C2)Cl)C(Cl)Cl)Cl. Cell line: A498. Synergy scores: CSS=10.4, Synergy_ZIP=-1.88, Synergy_Bliss=4.11, Synergy_Loewe=-0.766, Synergy_HSA=3.94. (6) Drug 1: C1CCC(C1)C(CC#N)N2C=C(C=N2)C3=C4C=CNC4=NC=N3. Drug 2: CN1CCC(CC1)COC2=C(C=C3C(=C2)N=CN=C3NC4=C(C=C(C=C4)Br)F)OC. Cell line: HL-60(TB). Synergy scores: CSS=-24.7, Synergy_ZIP=10.3, Synergy_Bliss=2.66, Synergy_Loewe=-9.77, Synergy_HSA=-11.3.